Dataset: Reaction yield outcomes from USPTO patents with 853,638 reactions. Task: Predict the reaction yield, written as a fraction of the theoretical maximum amount of product (1.0 means a 100% yield; for example, 0.34 means a 34% yield). The reactants are [CH3:1][O:2][C:3]1[CH:4]=[C:5]2[C:10](=[CH:11][C:12]=1[O:13][CH3:14])[N:9]=[CH:8][CH:7]=[C:6]2[O:15][C:16]1[CH:22]=[CH:21][C:19]([NH2:20])=[CH:18][CH:17]=1.C(N(CC)CC)C.Cl[C:31](Cl)([O:33]C(=O)OC(Cl)(Cl)Cl)Cl.[CH3:42][O:43][C:44]1[CH:49]=[CH:48][C:47]([C@@H:50]([NH2:52])[CH3:51])=[CH:46][CH:45]=1. The catalyst is C(Cl)(Cl)Cl. The product is [CH3:1][O:2][C:3]1[CH:4]=[C:5]2[C:10](=[CH:11][C:12]=1[O:13][CH3:14])[N:9]=[CH:8][CH:7]=[C:6]2[O:15][C:16]1[CH:22]=[CH:21][C:19]([NH:20][C:31]([NH:52][C@H:50]([C:47]2[CH:48]=[CH:49][C:44]([O:43][CH3:42])=[CH:45][CH:46]=2)[CH3:51])=[O:33])=[CH:18][CH:17]=1. The yield is 0.570.